The task is: Regression. Given a peptide amino acid sequence and an MHC pseudo amino acid sequence, predict their binding affinity value. This is MHC class II binding data.. This data is from Peptide-MHC class II binding affinity with 134,281 pairs from IEDB. (1) The peptide sequence is VSLIKIPCLSDEKCQ. The MHC is DRB1_0101 with pseudo-sequence DRB1_0101. The binding affinity (normalized) is 0.120. (2) The peptide sequence is QITKIQNFRVYYRDSRDPIW. The MHC is HLA-DPA10201-DPB11401 with pseudo-sequence HLA-DPA10201-DPB11401. The binding affinity (normalized) is 0.540. (3) The peptide sequence is GGSILKISNKFHTKG. The MHC is HLA-DQA10501-DQB10301 with pseudo-sequence HLA-DQA10501-DQB10301. The binding affinity (normalized) is 0.416. (4) The peptide sequence is VSCRVKLSALTLKGT. The MHC is DRB1_1101 with pseudo-sequence DRB1_1101. The binding affinity (normalized) is 0.346. (5) The peptide sequence is YDKLLANVSTVLTGK. The MHC is DRB1_0404 with pseudo-sequence DRB1_0404. The binding affinity (normalized) is 0.758. (6) The peptide sequence is VWGQKYFKGNFERLA. The MHC is DRB1_0901 with pseudo-sequence DRB1_0901. The binding affinity (normalized) is 0.659. (7) The peptide sequence is VTYALNTITNLKVQLKK. The MHC is DRB3_0301 with pseudo-sequence DRB3_0301. The binding affinity (normalized) is 0.936.